Dataset: NCI-60 drug combinations with 297,098 pairs across 59 cell lines. Task: Regression. Given two drug SMILES strings and cell line genomic features, predict the synergy score measuring deviation from expected non-interaction effect. (1) Drug 1: CC1C(C(CC(O1)OC2CC(OC(C2O)C)OC3=CC4=CC5=C(C(=O)C(C(C5)C(C(=O)C(C(C)O)O)OC)OC6CC(C(C(O6)C)O)OC7CC(C(C(O7)C)O)OC8CC(C(C(O8)C)O)(C)O)C(=C4C(=C3C)O)O)O)O. Drug 2: B(C(CC(C)C)NC(=O)C(CC1=CC=CC=C1)NC(=O)C2=NC=CN=C2)(O)O. Cell line: SF-268. Synergy scores: CSS=44.7, Synergy_ZIP=0.0304, Synergy_Bliss=0.800, Synergy_Loewe=-17.0, Synergy_HSA=1.65. (2) Drug 1: CN1C2=C(C=C(C=C2)N(CCCl)CCCl)N=C1CCCC(=O)O.Cl. Drug 2: C1C(C(OC1N2C=NC(=NC2=O)N)CO)O. Cell line: HT29. Synergy scores: CSS=0.610, Synergy_ZIP=0.896, Synergy_Bliss=3.15, Synergy_Loewe=-3.16, Synergy_HSA=-0.949. (3) Drug 1: CN(CC1=CN=C2C(=N1)C(=NC(=N2)N)N)C3=CC=C(C=C3)C(=O)NC(CCC(=O)O)C(=O)O. Drug 2: CC12CCC3C(C1CCC2OP(=O)(O)O)CCC4=C3C=CC(=C4)OC(=O)N(CCCl)CCCl.[Na+]. Cell line: NCIH23. Synergy scores: CSS=30.8, Synergy_ZIP=-4.39, Synergy_Bliss=3.04, Synergy_Loewe=-30.3, Synergy_HSA=0.461. (4) Drug 1: CN(C)C1=NC(=NC(=N1)N(C)C)N(C)C. Synergy scores: CSS=25.2, Synergy_ZIP=-9.37, Synergy_Bliss=-4.72, Synergy_Loewe=-48.2, Synergy_HSA=-5.40. Drug 2: CC1CCC2CC(C(=CC=CC=CC(CC(C(=O)C(C(C(=CC(C(=O)CC(OC(=O)C3CCCCN3C(=O)C(=O)C1(O2)O)C(C)CC4CCC(C(C4)OC)O)C)C)O)OC)C)C)C)OC. Cell line: PC-3. (5) Drug 1: C1=CC(=CC=C1CC(C(=O)O)N)N(CCCl)CCCl.Cl. Drug 2: CC(C)CN1C=NC2=C1C3=CC=CC=C3N=C2N. Cell line: IGROV1. Synergy scores: CSS=14.8, Synergy_ZIP=-5.25, Synergy_Bliss=-3.02, Synergy_Loewe=-6.67, Synergy_HSA=-3.52. (6) Drug 1: CC12CCC3C(C1CCC2O)C(CC4=C3C=CC(=C4)O)CCCCCCCCCS(=O)CCCC(C(F)(F)F)(F)F. Drug 2: COC1=C2C(=CC3=C1OC=C3)C=CC(=O)O2. Cell line: MALME-3M. Synergy scores: CSS=-2.57, Synergy_ZIP=2.49, Synergy_Bliss=3.66, Synergy_Loewe=-1.17, Synergy_HSA=-0.372.